From a dataset of Catalyst prediction with 721,799 reactions and 888 catalyst types from USPTO. Predict which catalyst facilitates the given reaction. (1) Reactant: [Cu](C#N)[C:2]#[N:3].[Cl:6][C:7]1[C:12](I)=[CH:11][N:10]=[C:9]([C:14]([N:16]2[C:24]3[C:19](=[CH:20][C:21]([F:25])=[CH:22][CH:23]=3)[CH2:18][CH2:17]2)=[O:15])[CH:8]=1. Product: [Cl:6][C:7]1[C:12]([C:2]#[N:3])=[CH:11][N:10]=[C:9]([C:14]([N:16]2[C:24]3[C:19](=[CH:20][C:21]([F:25])=[CH:22][CH:23]=3)[CH2:18][CH2:17]2)=[O:15])[CH:8]=1. The catalyst class is: 3. (2) Reactant: [OH-].[Na+].C1COCC1.[CH:8]([C:10]1[CH:15]=[CH:14][C:13]([C:16]([F:19])([F:18])[F:17])=[CH:12][C:11]=1[C:20]1[CH:25]=[CH:24][C:23]([C:26]([O:28]C)=[O:27])=[CH:22][CH:21]=1)=[O:9]. Product: [CH:8]([C:10]1[CH:15]=[CH:14][C:13]([C:16]([F:18])([F:19])[F:17])=[CH:12][C:11]=1[C:20]1[CH:25]=[CH:24][C:23]([C:26]([OH:28])=[O:27])=[CH:22][CH:21]=1)=[O:9]. The catalyst class is: 5. (3) Reactant: [OH:1][C:2]1[CH:7]=[C:6]([O:8][CH3:9])[CH:5]=[CH:4][C:3]=1[C:10](=[O:12])[CH3:11].O=[C:14]1[CH2:17][CH:16]([C:18]([O:20][CH3:21])=[O:19])[CH2:15]1.N1CCCC1. Product: [CH3:9][O:8][C:6]1[CH:7]=[C:2]2[C:3]([C:10](=[O:12])[CH2:11][C:14]3([O:1]2)[CH2:17][CH:16]([C:18]([O:20][CH3:21])=[O:19])[CH2:15]3)=[CH:4][CH:5]=1. The catalyst class is: 5. (4) Reactant: C(OC([N:8]1[CH2:13][CH2:12][CH:11]([N:14]2[CH:18]=[C:17]([C:19]3[CH:20]=[N:21][C:22]([NH2:36])=[C:23]([C:25]4[N:26]=[CH:27][C:28]5[C:33]([C:34]=4[CH3:35])=[CH:32][CH:31]=[CH:30][CH:29]=5)[CH:24]=3)[CH:16]=[N:15]2)[CH2:10][CH2:9]1)=O)(C)(C)C.[ClH:37]. Product: [ClH:37].[ClH:37].[ClH:37].[CH3:35][C:34]1[C:33]2[C:28](=[CH:29][CH:30]=[CH:31][CH:32]=2)[CH:27]=[N:26][C:25]=1[C:23]1[C:22]([NH2:36])=[N:21][CH:20]=[C:19]([C:17]2[CH:16]=[N:15][N:14]([CH:11]3[CH2:12][CH2:13][NH:8][CH2:9][CH2:10]3)[CH:18]=2)[CH:24]=1. The catalyst class is: 12. (5) Reactant: [Cl:1][C:2]1[CH:7]=[CH:6][C:5]([NH:8]C([C@@]23C(C)(C)[C@@](C)(CC2)C(=O)O3)=O)=[C:4]([C@@:22]([OH:32])([C:27]#[C:28][CH:29]2[CH2:31][CH2:30]2)[C:23]([F:26])([F:25])[F:24])[CH:3]=1.[OH-].[Na+]. Product: [Cl:1][C:2]1[CH:7]=[CH:6][C:5]([NH2:8])=[C:4]([C@@:22]([OH:32])([C:27]#[C:28][CH:29]2[CH2:31][CH2:30]2)[C:23]([F:25])([F:26])[F:24])[CH:3]=1. The catalyst class is: 11. (6) Product: [CH3:12][N:13]1[CH2:18][CH2:17][N:16]([C:2]2[CH:11]=[CH:10][C:5]3[C:6](=[O:9])[CH2:7][O:8][C:4]=3[CH:3]=2)[CH2:15][CH2:14]1. Reactant: F[C:2]1[CH:11]=[CH:10][C:5]2[C:6](=[O:9])[CH2:7][O:8][C:4]=2[CH:3]=1.[CH3:12][N:13]1[CH2:18][CH2:17][NH:16][CH2:15][CH2:14]1. The catalyst class is: 16. (7) Reactant: C(OC([N:8]1[CH2:12][C@@H:11]([CH2:13][NH:14][C:15](=[O:26])[C:16]2[CH:21]=[CH:20][CH:19]=[C:18]([C:22]([O:24]C)=[O:23])[CH:17]=2)[CH2:10][C@H:9]1[C:27]([N:29]1[CH2:33][CH2:32][S:31][CH2:30]1)=[O:28])=O)(C)(C)C.[OH-].[Na+].Cl. Product: [S:31]1[CH2:32][CH2:33][N:29]([C:27]([C@H:9]2[NH:8][CH2:12][C@@H:11]([CH2:13][NH:14][C:15](=[O:26])[C:16]3[CH:17]=[C:18]([CH:19]=[CH:20][CH:21]=3)[C:22]([OH:24])=[O:23])[CH2:10]2)=[O:28])[CH2:30]1. The catalyst class is: 214.